The task is: Predict the reaction yield, written as a fraction of the theoretical maximum amount of product (1.0 means a 100% yield; for example, 0.34 means a 34% yield).. This data is from Reaction yield outcomes from USPTO patents with 853,638 reactions. The reactants are [F:1][C:2]1([F:24])[O:6][C:5]2[CH:7]=[CH:8][CH:9]=[C:10]([N:11]3[CH:16]=[C:15]([O:17][CH3:18])[C:14](=[O:19])[C:13]([C:20]([O:22]C)=[O:21])=[N:12]3)[C:4]=2[O:3]1.[OH-].[Na+]. The catalyst is C1COCC1.CO. The product is [F:24][C:2]1([F:1])[O:6][C:5]2[CH:7]=[CH:8][CH:9]=[C:10]([N:11]3[CH:16]=[C:15]([O:17][CH3:18])[C:14](=[O:19])[C:13]([C:20]([OH:22])=[O:21])=[N:12]3)[C:4]=2[O:3]1. The yield is 0.970.